Dataset: Catalyst prediction with 721,799 reactions and 888 catalyst types from USPTO. Task: Predict which catalyst facilitates the given reaction. (1) Reactant: [NH2:1][C:2]1[CH:3]=[CH:4][C:5]([N:8]([CH3:12])[CH2:9][CH2:10][OH:11])=[N:6][CH:7]=1.N1C=CC=CC=1.Cl[C:20]([O:22][C:23]1[CH:28]=[CH:27][CH:26]=[CH:25][CH:24]=1)=[O:21]. Product: [OH:11][CH2:10][CH2:9][N:8]([CH3:12])[C:5]1[N:6]=[CH:7][C:2]([NH:1][C:20](=[O:21])[O:22][C:23]2[CH:28]=[CH:27][CH:26]=[CH:25][CH:24]=2)=[CH:3][CH:4]=1. The catalyst class is: 21. (2) Reactant: [CH3:1][C:2]1[N:3]=[CH:4][C:5]([CH2:8][NH:9][C:10]([C:12]2[S:16][C:15]([C:17]([O:19]C)=O)=[CH:14][CH:13]=2)=[O:11])=[N:6][CH:7]=1.O.[NH2:22][NH2:23].C(Cl)(Cl)Cl. Product: [CH3:1][C:2]1[N:3]=[CH:4][C:5]([CH2:8][NH:9][C:10]([C:12]2[S:16][C:15]([C:17]([NH:22][NH2:23])=[O:19])=[CH:14][CH:13]=2)=[O:11])=[N:6][CH:7]=1. The catalyst class is: 5.